From a dataset of CYP2D6 inhibition data for predicting drug metabolism from PubChem BioAssay. Regression/Classification. Given a drug SMILES string, predict its absorption, distribution, metabolism, or excretion properties. Task type varies by dataset: regression for continuous measurements (e.g., permeability, clearance, half-life) or binary classification for categorical outcomes (e.g., BBB penetration, CYP inhibition). Dataset: cyp2d6_veith. (1) The drug is COc1cccc(/C(O)=C2/C(=O)C(=O)N(Cc3cccnc3)C2c2ccco2)c1. The result is 0 (non-inhibitor). (2) The drug is O=C(Cn1nnc2ccccc21)N1CCCCC1. The result is 0 (non-inhibitor). (3) The result is 0 (non-inhibitor). The compound is CCCC[n+]1cc(/N=C(\[O-])OC)on1. (4) The molecule is Cc1ccc(N=Nc2c(=O)[nH]n3c(C)cc(C)nc23)cc1. The result is 0 (non-inhibitor). (5) The molecule is CC(C)CC(C(=O)OCC(=O)Nc1ncc(Cl)cc1Cl)N1C(=O)c2ccccc2C1=O. The result is 1 (inhibitor). (6) The molecule is CC1CCCC(NC(=O)CCn2c(=O)oc3ccccc32)C1C. The result is 0 (non-inhibitor). (7) The molecule is COc1cccc(Cn2c(=O)c(-c3cccs3)nc3cnc(N(C)C)nc32)c1. The result is 0 (non-inhibitor).